Dataset: Reaction yield outcomes from USPTO patents with 853,638 reactions. Task: Predict the reaction yield, written as a fraction of the theoretical maximum amount of product (1.0 means a 100% yield; for example, 0.34 means a 34% yield). The reactants are [C:1]([C:3]1[CH:4]=[C:5]([C:13]2[S:17][C:16]([C:18]3[CH:27]=[CH:26][CH:25]=[C:24]4[C:19]=3[CH2:20][CH2:21][N:22](C(OC(C)(C)C)=O)[CH2:23]4)=[N:15][N:14]=2)[CH:6]=[CH:7][C:8]=1OC(C)C)#[N:2].Cl.CC[O:38][CH2:39][CH3:40].O1CCOC[CH2:42]1. No catalyst specified. The product is [CH3:42][CH:39]([O:38][C:4]1[C:5]([C:13]2[S:17][C:16]([C:18]3[CH:27]=[CH:26][CH:25]=[C:24]4[C:19]=3[CH2:20][CH2:21][NH:22][CH2:23]4)=[N:15][N:14]=2)=[CH:6][CH:7]=[CH:8][C:3]=1[C:1]#[N:2])[CH3:40]. The yield is 0.540.